This data is from Reaction yield outcomes from USPTO patents with 853,638 reactions. The task is: Predict the reaction yield, written as a fraction of the theoretical maximum amount of product (1.0 means a 100% yield; for example, 0.34 means a 34% yield). The reactants are [NH2:1][C:2]1[NH:6][CH:5]=[N:4][C:3]=1[C:7](N)=[O:8].[CH2:10]([OH:12])[CH3:11]. The catalyst is CS(O)(=O)=O. The product is [CH2:10]([O:12][C:7]([C:3]1[N:4]=[CH:5][NH:6][C:2]=1[NH2:1])=[O:8])[CH3:11]. The yield is 0.450.